This data is from Forward reaction prediction with 1.9M reactions from USPTO patents (1976-2016). The task is: Predict the product of the given reaction. (1) Given the reactants [Cl:1][C:2]1[CH:10]=[C:9]2[C:5]([C:6]([C:11]([O:13][CH3:14])=[O:12])=[CH:7][NH:8]2)=[CH:4][C:3]=1B1OCC(C)(C)CO1.Br[C:24]1[CH:40]=[CH:39][C:27]([O:28][CH2:29][CH2:30][CH2:31][N:32]2[CH2:37][CH2:36][N:35]([CH3:38])[CH2:34][CH2:33]2)=[CH:26][CH:25]=1.C(=O)([O-])[O-].[K+].[K+].C(OCC)(=O)C, predict the reaction product. The product is: [Cl:1][C:2]1[CH:10]=[C:9]2[C:5]([C:6]([C:11]([O:13][CH3:14])=[O:12])=[CH:7][NH:8]2)=[CH:4][C:3]=1[C:24]1[CH:40]=[CH:39][C:27]([O:28][CH2:29][CH2:30][CH2:31][N:32]2[CH2:33][CH2:34][N:35]([CH3:38])[CH2:36][CH2:37]2)=[CH:26][CH:25]=1. (2) Given the reactants ClC1C=CC(N=C=O)=CC=1.[CH:11]1([O:16][C:17]2[CH:18]=[C:19]([C:25]3[C:33]4[C:28](=[N:29][CH:30]=[CH:31][CH:32]=4)[NH:27][CH:26]=3)[CH:20]=[CH:21][C:22]=2[O:23][CH3:24])[CH2:15][CH2:14][CH2:13][CH2:12]1.[F:34][C:35]1[CH:40]=[CH:39][C:38]([N:41]=[C:42]=[O:43])=[CH:37][C:36]=1[N+:44]([O-:46])=[O:45], predict the reaction product. The product is: [N+:44]([C:36]1[CH:37]=[C:38]([NH:41][C:42]([N:27]2[C:28]3=[N:29][CH:30]=[CH:31][CH:32]=[C:33]3[C:25]([C:19]3[CH:20]=[CH:21][C:22]([O:23][CH3:24])=[C:17]([O:16][CH:11]4[CH2:12][CH2:13][CH2:14][CH2:15]4)[CH:18]=3)=[CH:26]2)=[O:43])[CH:39]=[CH:40][C:35]=1[F:34])([O-:46])=[O:45]. (3) The product is: [CH2:16]([N:23]1[CH2:29][CH2:9][C:8]([C:6]2[CH:5]=[C:4]([Cl:14])[C:3]([F:15])=[C:2]([Cl:1])[CH:7]=2)([C:10]([F:13])([F:12])[F:11])[CH2:24]1)[C:17]1[CH:22]=[CH:21][CH:20]=[CH:19][CH:18]=1. Given the reactants [Cl:1][C:2]1[CH:7]=[C:6]([C:8]([C:10]([F:13])([F:12])[F:11])=[CH2:9])[CH:5]=[C:4]([Cl:14])[C:3]=1[F:15].[CH2:16]([N:23]([CH2:29]OC)[CH2:24][Si](C)(C)C)[C:17]1[CH:22]=[CH:21][CH:20]=[CH:19][CH:18]=1.C(O)(C(F)(F)F)=O, predict the reaction product. (4) Given the reactants [NH:1]1[C:9]2[C:4](=[CH:5][CH:6]=[CH:7][CH:8]=2)[CH:3]=[C:2]1[C:10]1[CH:15]=[CH:14][CH:13]=[CH:12][C:11]=1[NH2:16].[C:17]([C:21]1[CH:26]=[CH:25][C:24]([N:27]=[C:28]=[O:29])=[CH:23][CH:22]=1)([CH3:20])([CH3:19])[CH3:18].CCCCCC, predict the reaction product. The product is: [NH:1]1[C:9]2[C:4](=[CH:5][CH:6]=[CH:7][CH:8]=2)[CH:3]=[C:2]1[C:10]1[CH:15]=[CH:14][CH:13]=[CH:12][C:11]=1[NH:16][C:28]([NH:27][C:24]1[CH:25]=[CH:26][C:21]([C:17]([CH3:20])([CH3:19])[CH3:18])=[CH:22][CH:23]=1)=[O:29]. (5) The product is: [C:26]([OH:33])(=[O:32])/[CH:27]=[CH:28]\[C:29]([OH:31])=[O:30].[CH3:1][N:2]([CH2:9][CH2:10][O:11][C:12]1[CH:25]=[CH:24][C:15]([CH2:16][CH:17]2[S:21][C:20](=[O:22])[NH:19][C:18]2=[O:23])=[CH:14][CH:13]=1)[C:3]1[CH:8]=[CH:7][CH:6]=[CH:5][N:4]=1. Given the reactants [CH3:1][N:2]([CH2:9][CH2:10][O:11][C:12]1[CH:25]=[CH:24][C:15]([CH2:16][CH:17]2[S:21][C:20](=[O:22])[NH:19][C:18]2=[O:23])=[CH:14][CH:13]=1)[C:3]1[CH:8]=[CH:7][CH:6]=[CH:5][N:4]=1.[C:26]([OH:33])(=[O:32])/[CH:27]=[CH:28]\[C:29]([OH:31])=[O:30], predict the reaction product.